Dataset: Experimentally validated miRNA-target interactions with 360,000+ pairs, plus equal number of negative samples. Task: Binary Classification. Given a miRNA mature sequence and a target amino acid sequence, predict their likelihood of interaction. (1) The miRNA is hsa-miR-4453 with sequence GAGCUUGGUCUGUAGCGGUU. The protein sequence of the target gene is MSRIYHDGALRNKAVQSVRLPGAWDPAAHQGGNGVLLEGELIDVSRHSILDTHGRKERYYVLYIRPSHIHRRKFDAKGNEIEPNFSATRKVNTGFLMSSYKVEAKGDTDRLTPEALKGLVNKPELLALTESLTPDHTVAFWMPESEMEVMELELGAGVRLKTRGDGPFLDSLAKLEAGTVTKCNFTGDGKTGASWTDNIMAQKCSKGAAAEIREQGDGAEDEEWDD. Result: 1 (interaction). (2) The miRNA is hsa-miR-939-3p with sequence CCCUGGGCCUCUGCUCCCCAG. The protein sequence of the target gene is MVVREASAAQASLSQVLPQLRYLHIFLEQVHTHFQEQSVGERGAAIQLAEGLARQLCTDCQLNKLFYREEFVLATLLDPCFKGKIEAILPWGPTDIDHWKQVLVYKVKEIRVSEYSLNSPSPLQSPRGLCVDPTRVAKSSGVEGRSQGEPLQSSSHSGAFLLAQREKGLLESMGLLASERSGGSLSTKSHWASIIVKKYLWENETVGAQDDPLAYWEKKREAWPPSICLTPHRSLL. Result: 0 (no interaction). (3) The miRNA is hsa-miR-3912-5p with sequence AUGUCCAUAUUAUGGGUUAGU. The protein sequence of the target gene is MEQEKSLDPQLWHACAGSMVQIPSLNSTVFYFAQGHTEHAHAPPDFHAPRVPPLILCRVVSVKFLADAETDEVFAKITLLPLPGNDLDLENDAVLGLTPPSSDGNGNGKEKPASFAKTLTQSDANNGGGFSVPRYCAETIFPRLDYSAEPPVQTVIAKDIHGETWKFRHIYRGTPRRHLLTTGWSTFVNQKKLIAGDSIVFLRSESGDLCVGIRRAKRGGLGSNAGSDNPYPGFSGFLRDDESTTTTSKLMMMKRNGNNDGNAAATGRVRVEAVAEAVARAACGQAFEVVYYPRASTPEF.... Result: 0 (no interaction). (4) The protein sequence of the target gene is MPITQDNAVLHLPLLYQWLQNSLQEGGDGPEQRLCQAAIQKLQEYIQLNFAVDESTVPPDHSPPEMEICTVYLTKELGDTETVGLSFGNIPVFGDYGEKRRGGKKRKTHQGPVLDVGCIWVTELRKNSPAGKSGKVRLRDEILSLNGQLMVGVDVSGASYLAEQCWNGGFIYLIMLRRFKHKAHSTYNGNSSNSSEPGETPTLELGDRTAKKGKRTRKFGVISRPPANKAPEESKGSAGCEVSSDPSTELENGPDPELGNGHVFQLENGPDSLKEVAGPHLERSEVDRGTEHRIPKTDAP.... Result: 0 (no interaction). The miRNA is hsa-miR-5091 with sequence ACGGAGACGACAAGACUGUGCUG. (5) The miRNA is rno-miR-375-3p with sequence UUUGUUCGUUCGGCUCGCGUGA. The protein sequence of the target gene is MSLFFLWLVSYYVGTLGTHTEIKRVAEEKVTLPCHHQLGLPEKDTLDIEWLLTDNEGNQKVVITYSSRHVYNNLTEEQKGRVAFASNFLAGDASLQIEPLKPSDEGRYTCKVKNSGRYVWSHVILKVLVRPSKPKCELEGEPTEGSDLTLQCESASGTKPIVYYWQRIREKEGEDEHLPPKSRIDYNNPGRVLLQNLTMASSGLYQCTAGNEAGKESCVVRVTVQYVQSIGMVAGAVTGIVAGALLIFLLIWLLIRRKSKDRYEEEDRPNEIREDAEAPRARLVKPSSSSSGSRSSRSGS.... Result: 0 (no interaction). (6) The miRNA is hsa-miR-598-3p with sequence UACGUCAUCGUUGUCAUCGUCA. The protein sequence of the target gene is MTTLPPLPMTRPKLTALARQKLPCSSRKIPRSQLIKEKDDIDHYLEVNFKGLSKEEVAAYRNSYKKNICVDMLRDGYHKSFTELFALMERWDALREAARVRSLFWLQKPLEEQPDKLDYLYHYLTRAEDAERKESFEDVHNNLYALACYFNNSEDKWVRNHFYERCFKIAQLIKIDCGKKEAEAHMHMGLLYEEDGQLLEAAEHYEAFHQLTQGRIWKDETGRSLNLLACESLLRTYRLLSDKMLENKEYKQAIKILIKASEIAKEGSDKKMEAEASYYLGLAHLAAEEYETALTVLDTY.... Result: 0 (no interaction).